Dataset: Aqueous solubility values for 9,982 compounds from the AqSolDB database. Task: Regression/Classification. Given a drug SMILES string, predict its absorption, distribution, metabolism, or excretion properties. Task type varies by dataset: regression for continuous measurements (e.g., permeability, clearance, half-life) or binary classification for categorical outcomes (e.g., BBB penetration, CYP inhibition). For this dataset (solubility_aqsoldb), we predict Y. (1) The compound is N[C@@H](Cc1cc(Br)c(O)c(Br)c1)C(=O)O. The Y is -1.93 log mol/L. (2) The compound is COC(=O)c1ccccc1OC1OC(COC2OCC(O)C(O)C2O)C(O)C(O)C1O. The Y is -0.742 log mol/L. (3) The drug is NNS(=O)(=O)c1ccc(Oc2ccc(S(=O)(=O)NN)cc2)cc1. The Y is -3.76 log mol/L. (4) The compound is COc1ccc(NC(=O)CC(C)=O)cc1. The Y is -1.90 log mol/L. (5) The molecule is CC(Sc1ccccc1)S(=O)(=O)O. The Y is -0.490 log mol/L. (6) The drug is O=C(NC(=O)c1c(F)cccc1F)Nc1cc(Cl)c(F)c(Cl)c1F. The Y is -7.30 log mol/L. (7) The drug is N#C[O-].[Na+]. The Y is 0.171 log mol/L.